This data is from Catalyst prediction with 721,799 reactions and 888 catalyst types from USPTO. The task is: Predict which catalyst facilitates the given reaction. (1) Reactant: [Cl:1][C:2]1[C:3]2[N:4]([C:8]([CH2:15][CH2:16][OH:17])=[C:9]([C:11]([O:13][CH3:14])=[O:12])[N:10]=2)[CH:5]=[CH:6][N:7]=1.[F:18][C:19]([F:29])([F:28])[O:20][C:21]1[CH:26]=[CH:25][C:24](O)=[CH:23][CH:22]=1.C1C=CC(P(C2C=CC=CC=2)C2C=CC=CC=2)=CC=1.CC(OC(/N=N/C(OC(C)C)=O)=O)C. Product: [Cl:1][C:2]1[C:3]2[N:4]([C:8]([CH2:15][CH2:16][O:17][C:24]3[CH:23]=[CH:22][C:21]([O:20][C:19]([F:18])([F:28])[F:29])=[CH:26][CH:25]=3)=[C:9]([C:11]([O:13][CH3:14])=[O:12])[N:10]=2)[CH:5]=[CH:6][N:7]=1. The catalyst class is: 11. (2) Reactant: [Cl:1][C:2]1[CH:7]=[CH:6][C:5]([N:8]2[C:16](=[O:17])[C:15]3[N:14]=[CH:13][N:12]([CH3:18])[C:11]=3[N:10]=[C:9]2[C:19]#[C:20][C:21]2[CH:26]=[CH:25][CH:24]=[C:23]([F:27])[CH:22]=2)=[CH:4][CH:3]=1.[H][H]. Product: [Cl:1][C:2]1[CH:3]=[CH:4][C:5]([N:8]2[C:16](=[O:17])[C:15]3[N:14]=[CH:13][N:12]([CH3:18])[C:11]=3[N:10]=[C:9]2[CH2:19][CH2:20][C:21]2[CH:26]=[CH:25][CH:24]=[C:23]([F:27])[CH:22]=2)=[CH:6][CH:7]=1. The catalyst class is: 381. (3) Reactant: [NH2:1][C:2]1[S:3][C:4]([CH:11]2[CH2:13][CH2:12]2)=[CH:5][C:6]=1[C:7]([O:9]C)=O.ClC(Cl)(O[C:18](=[O:24])OC(Cl)(Cl)Cl)Cl.C(N(CC)CC)C.[C:33]1([CH2:39][CH2:40][NH2:41])[CH:38]=[CH:37][CH:36]=[CH:35][CH:34]=1. Product: [CH:11]1([C:4]2[S:3][C:2]3[NH:1][C:18](=[O:24])[N:41]([CH2:40][CH2:39][C:33]4[CH:38]=[CH:37][CH:36]=[CH:35][CH:34]=4)[C:7](=[O:9])[C:6]=3[CH:5]=2)[CH2:13][CH2:12]1. The catalyst class is: 2. (4) Reactant: [CH:1]1([N:6]2[C:10]3[N:11]=[C:12]([NH2:15])[N:13]=[CH:14][C:9]=3[C:8]3[CH:16]=[CH:17][N:18]=[CH:19][C:7]2=3)[CH2:5][CH2:4][CH2:3][CH2:2]1.Cl[C:21]1[N:26]=[CH:25][C:24]([CH2:27][N:28]2[CH2:33][CH2:32][CH:31]([OH:34])[CH2:30][CH2:29]2)=[CH:23][CH:22]=1.CC1(C)C2C=CC=C(P(C3C=CC=CC=3)C3C=CC=CC=3)C=2OC2C1=CC=CC=2P(C1C=CC=CC=1)C1C=CC=CC=1.C(=O)([O-])[O-].[Cs+].[Cs+]. Product: [CH:1]1([N:6]2[C:10]3[N:11]=[C:12]([NH:15][C:21]4[N:26]=[CH:25][C:24]([CH2:27][N:28]5[CH2:29][CH2:30][CH:31]([OH:34])[CH2:32][CH2:33]5)=[CH:23][CH:22]=4)[N:13]=[CH:14][C:9]=3[C:8]3[CH:16]=[CH:17][N:18]=[CH:19][C:7]2=3)[CH2:2][CH2:3][CH2:4][CH2:5]1. The catalyst class is: 102. (5) Reactant: C([O:7][C:8]1[CH:13]=[C:12]([CH2:14][CH2:15]OS(C)(=O)=O)[O:11][C:10](=[O:21])[C:9]=1[C:22]1[C:27]([CH3:28])=[CH:26][C:25]([CH3:29])=[CH:24][C:23]=1[CH3:30])(=O)C(C)(C)C.[I:31][C:32]1[CH:37]=[CH:36][C:35]([SH:38])=[CH:34][CH:33]=1.C([O-])([O-])=O.[K+].[K+].Cl. Product: [OH:7][C:8]1[CH:13]=[C:12]([CH2:14][CH2:15][S:38][C:35]2[CH:36]=[CH:37][C:32]([I:31])=[CH:33][CH:34]=2)[O:11][C:10](=[O:21])[C:9]=1[C:22]1[C:23]([CH3:30])=[CH:24][C:25]([CH3:29])=[CH:26][C:27]=1[CH3:28]. The catalyst class is: 7. (6) Reactant: [F:1][C:2]1[C:7]2[C:8]([C:14]3[CH:19]=[CH:18][C:17]([F:20])=[CH:16][CH:15]=3)=[N:9][C:10]([CH3:13])([CH3:12])[O:11][C:6]=2[CH:5]=[C:4]([NH:21]C(=O)OC(C)(C)C)[CH:3]=1.C(=O)(O)[O-].[Na+]. Product: [F:1][C:2]1[C:7]2[C:8]([C:14]3[CH:19]=[CH:18][C:17]([F:20])=[CH:16][CH:15]=3)=[N:9][C:10]([CH3:13])([CH3:12])[O:11][C:6]=2[CH:5]=[C:4]([NH2:21])[CH:3]=1. The catalyst class is: 55. (7) Reactant: CCOC(/N=N/C(OCC)=O)=O.[OH:13][C:14]1[CH:23]=[CH:22][C:21]([S:24]([N:27]2[CH2:32][CH2:31][N:30]([CH3:33])[CH2:29][CH2:28]2)(=[O:26])=[O:25])=[CH:20][C:15]=1[C:16]([O:18][CH3:19])=[O:17].C1C=CC(P(C2C=CC=CC=2)C2C=CC=CC=2)=CC=1.[C:53]1([CH2:59]O)[CH:58]=[CH:57][CH:56]=[CH:55][CH:54]=1. Product: [CH3:33][N:30]1[CH2:29][CH2:28][N:27]([S:24]([C:21]2[CH:22]=[CH:23][C:14]([O:13][CH2:59][C:53]3[CH:58]=[CH:57][CH:56]=[CH:55][CH:54]=3)=[C:15]([CH:20]=2)[C:16]([O:18][CH3:19])=[O:17])(=[O:26])=[O:25])[CH2:32][CH2:31]1. The catalyst class is: 691. (8) The catalyst class is: 209. Reactant: [Si]([O:8][C@H:9]1[CH2:13][N:12]([C:14]([O:16][CH2:17][C:18]2[CH:23]=[CH:22][C:21]([N+:24]([O-:26])=[O:25])=[CH:20][CH:19]=2)=[O:15])[C@H:11]([C:27]([C:29]2[N:30]=[CH:31][N:32]3[CH:36]=[C:35]([Sn](CCCC)(CCCC)CCCC)[S:34][C:33]=23)=[O:28])[CH2:10]1)(C(C)(C)C)(C)C.C(=O)([O-])[O-].[K+].[K+]. Product: [OH:8][C@H:9]1[CH2:13][N:12]([C:14]([O:16][CH2:17][C:18]2[CH:23]=[CH:22][C:21]([N+:24]([O-:26])=[O:25])=[CH:20][CH:19]=2)=[O:15])[C@H:11]([C:27]([C:29]2[N:30]=[CH:31][N:32]3[CH:36]=[CH:35][S:34][C:33]=23)=[O:28])[CH2:10]1.